This data is from Reaction yield outcomes from USPTO patents with 853,638 reactions. The task is: Predict the reaction yield, written as a fraction of the theoretical maximum amount of product (1.0 means a 100% yield; for example, 0.34 means a 34% yield). (1) The reactants are [Cl:1][C:2]1[CH:7]=[CH:6][C:5]([CH:8]([N:26]2[CH:30]=[CH:29][N:28]=[CH:27]2)[C:9]2[CH:10]=[C:11]3[C:16](=[CH:17][CH:18]=2)[NH:15][C:14](=O)[CH:13]=[C:12]3[C:20]2[CH:25]=[CH:24][CH:23]=[CH:22][CH:21]=2)=[CH:4][CH:3]=1.P(Cl)(Cl)([Cl:33])=O. No catalyst specified. The product is [Cl:33][C:14]1[CH:13]=[C:12]([C:20]2[CH:25]=[CH:24][CH:23]=[CH:22][CH:21]=2)[C:11]2[C:16](=[CH:17][CH:18]=[C:9]([CH:8]([C:5]3[CH:6]=[CH:7][C:2]([Cl:1])=[CH:3][CH:4]=3)[N:26]3[CH:30]=[CH:29][N:28]=[CH:27]3)[CH:10]=2)[N:15]=1. The yield is 0.850. (2) The reactants are [NH:1](C(OC(C)(C)C)=O)[C@H:2]([C:4]([N:6]1[CH2:13][CH2:12][CH2:11][C@H:7]1[C:8]([OH:10])=[O:9])=[O:5])[CH3:3].[CH3:21][N:22]1[C@@H:39]2[CH2:40][C:27]3[CH:28]=[CH:29][C:30]([O:41][CH3:42])=[C:31]4[O:32][C@H:33]5[C:34]([CH2:36][CH2:37][C@@H:38]2[C@:25]5([C:26]=34)[CH2:24][CH2:23]1)=[O:35].Cl. The catalyst is O1CCOCC1. The product is [NH2:1][C@H:2]([C:4]([N:6]1[CH2:13][CH2:12][CH2:11][C@H:7]1[C:8]([OH:10])=[O:9])=[O:5])[CH3:3].[CH3:21][N:22]1[C@@H:39]2[CH2:40][C:27]3[CH:28]=[CH:29][C:30]([O:41][CH3:42])=[C:31]4[O:32][C@H:33]5[C:34]([CH2:36][CH2:37][C@@H:38]2[C@:25]5([C:26]=34)[CH2:24][CH2:23]1)=[O:35]. The yield is 0.710. (3) The reactants are [C:1]1([CH2:7][C:8](Cl)=[O:9])[CH:6]=[CH:5][CH:4]=[CH:3][CH:2]=1.N1C=CC=CC=1.[NH2:17][C:18]1[CH:19]=[C:20]([C:24]#[C:25][C:26]2[C:27]([NH2:33])=[N:28][CH:29]=[N:30][C:31]=2[NH2:32])[CH:21]=[CH:22][CH:23]=1. The catalyst is C1COCC1. The product is [NH2:32][C:31]1[C:26]([C:25]#[C:24][C:20]2[CH:19]=[C:18]([NH:17][C:8](=[O:9])[CH2:7][C:1]3[CH:6]=[CH:5][CH:4]=[CH:3][CH:2]=3)[CH:23]=[CH:22][CH:21]=2)=[C:27]([NH2:33])[N:28]=[CH:29][N:30]=1. The yield is 0.230. (4) The reactants are C([O:8][CH2:9][CH2:10][N:11]1[C:23]2[CH2:22][CH2:21][CH2:20][CH:19]([C:24]([N:26]3[CH2:31][CH2:30][CH2:29][CH2:28][CH2:27]3)=[O:25])[C:18]=2[C:17]2[C:12]1=[CH:13][CH:14]=[CH:15][CH:16]=2)C1C=CC=CC=1. The catalyst is CO.[Pd]. The product is [OH:8][CH2:9][CH2:10][N:11]1[C:23]2[CH2:22][CH2:21][CH2:20][CH:19]([C:24]([N:26]3[CH2:31][CH2:30][CH2:29][CH2:28][CH2:27]3)=[O:25])[C:18]=2[C:17]2[C:12]1=[CH:13][CH:14]=[CH:15][CH:16]=2. The yield is 0.710.